Dataset: Reaction yield outcomes from USPTO patents with 853,638 reactions. Task: Predict the reaction yield, written as a fraction of the theoretical maximum amount of product (1.0 means a 100% yield; for example, 0.34 means a 34% yield). (1) The reactants are [Cl:1][C:2]1[C:3]([CH3:27])=[C:4]([NH:10][C@H:11]([C@@H:24]([OH:26])[CH3:25])[C:12]([NH:14][CH2:15][C:16](=[O:23])[C:17]2[CH:22]=[CH:21][CH:20]=[CH:19][CH:18]=2)=[O:13])[CH:5]=[CH:6][C:7]=1[C:8]#[N:9].CN(C=O)C.N1C=CN=C1.[C:38]([Si:42](Cl)([CH3:44])[CH3:43])([CH3:41])([CH3:40])[CH3:39]. The catalyst is CCOC(C)=O.O. The product is [Si:42]([O:26][C@@H:24]([CH3:25])[C@@H:11]([NH:10][C:4]1[CH:5]=[CH:6][C:7]([C:8]#[N:9])=[C:2]([Cl:1])[C:3]=1[CH3:27])[C:12]([NH:14][CH2:15][C:16](=[O:23])[C:17]1[CH:22]=[CH:21][CH:20]=[CH:19][CH:18]=1)=[O:13])([C:38]([CH3:41])([CH3:40])[CH3:39])([CH3:44])[CH3:43]. The yield is 0.800. (2) The reactants are [NH2:1][C:2]1[CH:7]=[CH:6][C:5]([C:8]#[C:9][C:10]2[N:11]([CH2:23][CH3:24])[C:12]3[C:17]([C:18]=2[C:19]#[N:20])=[CH:16][CH:15]=[C:14]([O:21][CH3:22])[CH:13]=3)=[CH:4][CH:3]=1.[CH3:25][S:26](Cl)(=[O:28])=[O:27]. The catalyst is N1C=CC=CC=1.C(OCC)(=O)C. The product is [C:19]([C:18]1[C:17]2[C:12](=[CH:13][C:14]([O:21][CH3:22])=[CH:15][CH:16]=2)[N:11]([CH2:23][CH3:24])[C:10]=1[C:9]#[C:8][C:5]1[CH:6]=[CH:7][C:2]([NH:1][S:26]([CH3:25])(=[O:28])=[O:27])=[CH:3][CH:4]=1)#[N:20]. The yield is 0.920. (3) The reactants are [CH3:1][C:2]1[CH:3]=[C:4]([NH2:16])[CH:5]=[CH:6][C:7]=1[O:8][C:9]1[CH:10]=[N:11][C:12]([CH3:15])=[CH:13][CH:14]=1.[Cl:17][C:18]1[C:27]2[C:22](=[CH:23][CH:24]=[C:25]([I:28])[CH:26]=2)[N:21]=[CH:20][N:19]=1.ClCCCl. The catalyst is CC(O)(C)C. The product is [ClH:17].[I:28][C:25]1[CH:26]=[C:27]2[C:22](=[CH:23][CH:24]=1)[N:21]=[CH:20][N:19]=[C:18]2[NH:16][C:4]1[CH:5]=[CH:6][C:7]([O:8][C:9]2[CH:10]=[N:11][C:12]([CH3:15])=[CH:13][CH:14]=2)=[C:2]([CH3:1])[CH:3]=1. The yield is 0.760. (4) The catalyst is C1COCC1. The reactants are [C:1]([CH:9]1[CH2:14][CH2:13][CH2:12][N:11]([C:15]([O:17][C:18]([CH3:21])([CH3:20])[CH3:19])=[O:16])[CH2:10]1)(=[O:8])[C:2]1[CH:7]=[CH:6][CH:5]=[CH:4][CH:3]=1.[CH2:22]([Mg]Br)[CH2:23][CH2:24][CH:25]=[CH2:26]. The product is [OH:8][C@:1]([CH:9]1[CH2:14][CH2:13][CH2:12][N:11]([C:15]([O:17][C:18]([CH3:21])([CH3:20])[CH3:19])=[O:16])[CH2:10]1)([C:2]1[CH:3]=[CH:4][CH:5]=[CH:6][CH:7]=1)[CH2:26][CH2:25][CH2:24][CH:23]=[CH2:22]. The yield is 0.880. (5) The reactants are [OH:1][C:2]1[CH:15]=[CH:14][C:5]([C:6]([C:8]2[CH:13]=[CH:12][CH:11]=[CH:10][CH:9]=2)=[O:7])=[CH:4][CH:3]=1.[H-].[Na+].[C:18]([O:22][C:23]([N:25]1[CH2:29][CH2:28][CH2:27][C@@H:26]1[CH2:30]OS(C1C=CC(C)=CC=1)(=O)=O)=[O:24])([CH3:21])([CH3:20])[CH3:19]. The catalyst is CN(C=O)C. The product is [C:18]([O:22][C:23]([N:25]1[CH2:29][CH2:28][CH2:27][C@@H:26]1[CH2:30][O:1][C:2]1[CH:3]=[CH:4][C:5]([C:6](=[O:7])[C:8]2[CH:13]=[CH:12][CH:11]=[CH:10][CH:9]=2)=[CH:14][CH:15]=1)=[O:24])([CH3:21])([CH3:19])[CH3:20]. The yield is 0.540. (6) The catalyst is O1CCOCC1.O.[Cl-].[Na+].O.C1C=CC(P(C2C=CC=CC=2)[C-]2C=CC=C2)=CC=1.C1C=CC(P(C2C=CC=CC=2)[C-]2C=CC=C2)=CC=1.Cl[Pd]Cl.[Fe+2]. The product is [Cl:30][C:31]1[CH:36]=[CH:35][C:34]([C:2]2[CH:3]=[CH:4][C:5]([CH:8]([N:15]([CH3:29])[C:16](=[O:28])[CH2:17][N:18]([C:20]3[CH:25]=[CH:24][C:23]([Cl:26])=[C:22]([Cl:27])[CH:21]=3)[CH3:19])[CH2:9][N:10]3[CH2:11][CH2:12][CH2:13][CH2:14]3)=[CH:6][CH:7]=2)=[CH:33][CH:32]=1. The yield is 0.470. The reactants are Br[C:2]1[CH:7]=[CH:6][C:5]([CH:8]([N:15]([CH3:29])[C:16](=[O:28])[CH2:17][N:18]([C:20]2[CH:25]=[CH:24][C:23]([Cl:26])=[C:22]([Cl:27])[CH:21]=2)[CH3:19])[CH2:9][N:10]2[CH2:14][CH2:13][CH2:12][CH2:11]2)=[CH:4][CH:3]=1.[Cl:30][C:31]1[CH:36]=[CH:35][C:34](B(O)O)=[CH:33][CH:32]=1.C([O-])([O-])=O.[Na+].[Na+].C(OCC)(=O)C. (7) The reactants are [CH3:1][C:2]1[CH:7]=[CH:6][C:5]([S:8]([O:11][CH2:12][CH:13]2[CH2:17][C:16]3[CH:18]=[CH:19][CH:20]=[C:21](Br)[C:15]=3[O:14]2)(=[O:10])=[O:9])=[CH:4][CH:3]=1.[CH3:23][C:24]1[CH:29]=[CH:28][CH:27]=[CH:26][C:25]=1B(O)O.CC1C=CC(S(OCC2CC3C(C4C=CC=CC=4)=CC=CC=3O2)(=O)=O)=CC=1. No catalyst specified. The product is [CH3:1][C:2]1[CH:7]=[CH:6][C:5]([S:8]([O:11][CH2:12][CH:13]2[CH2:17][C:16]3[CH:18]=[CH:19][CH:20]=[C:21]([C:25]4[CH:26]=[CH:27][CH:28]=[CH:29][C:24]=4[CH3:23])[C:15]=3[O:14]2)(=[O:10])=[O:9])=[CH:4][CH:3]=1. The yield is 0.830. (8) The reactants are [CH3:1][O:2][C:3](=[O:24])[C@H:4]([CH2:16][C:17]1[CH:22]=[CH:21][C:20]([NH2:23])=[CH:19][CH:18]=1)[NH:5][C:6]([C:8]1[C:13]([CH3:14])=[CH:12][CH:11]=[CH:10][C:9]=1[Cl:15])=[S:7].[Cl:25][C:26]1[CH:34]=[CH:33][CH:32]=[C:31]([Cl:35])[C:27]=1[C:28](Cl)=[O:29].C(N(C(C)C)CC)(C)C.O. The catalyst is ClCCl. The product is [CH3:1][O:2][C:3](=[O:24])[C@H:4]([CH2:16][C:17]1[CH:22]=[CH:21][C:20]([NH:23][C:28]([C:27]2[C:26]([Cl:25])=[CH:34][CH:33]=[CH:32][C:31]=2[Cl:35])=[O:29])=[CH:19][CH:18]=1)[NH:5][C:6]([C:8]1[C:13]([CH3:14])=[CH:12][CH:11]=[CH:10][C:9]=1[Cl:15])=[S:7]. The yield is 0.830. (9) The reactants are [C@@H:1]12[CH2:7][C@@H:4]([CH2:5][CH2:6]1)[CH2:3][C@H:2]2[C:8]([NH:10][C:11]1[S:12][C:13]([CH2:19][CH2:20][CH2:21][Cl:22])=[C:14]([CH3:18])[C:15]=1[C:16]#[N:17])=[O:9].[CH3:23][NH:24][C:25]1[CH:30]=[CH:29][CH:28]=[CH:27][N:26]=1. No catalyst specified. The product is [ClH:22].[ClH:22].[C@@H:1]12[CH2:7][C@@H:4]([CH2:5][CH2:6]1)[CH2:3][C@H:2]2[C:8]([NH:10][C:11]1[S:12][C:13]([CH2:19][CH2:20][CH2:21][N:24]([CH3:23])[C:25]2[CH:30]=[CH:29][CH:28]=[CH:27][N:26]=2)=[C:14]([CH3:18])[C:15]=1[C:16]#[N:17])=[O:9]. The yield is 0.120.